From a dataset of Peptide-MHC class I binding affinity with 185,985 pairs from IEDB/IMGT. Regression. Given a peptide amino acid sequence and an MHC pseudo amino acid sequence, predict their binding affinity value. This is MHC class I binding data. (1) The MHC is HLA-B18:01 with pseudo-sequence HLA-B18:01. The binding affinity (normalized) is 0. The peptide sequence is SPRTLNAWV. (2) The peptide sequence is TMERTNDLT. The MHC is HLA-A02:03 with pseudo-sequence HLA-A02:03. The binding affinity (normalized) is 0.157. (3) The binding affinity (normalized) is 0.160. The MHC is Patr-A0901 with pseudo-sequence Patr-A0901. The peptide sequence is QFTSAICSVVR. (4) The peptide sequence is VLPVPGASV. The MHC is HLA-A68:01 with pseudo-sequence HLA-A68:01. The binding affinity (normalized) is 0. (5) The peptide sequence is TRSFTTHFL. The MHC is HLA-B18:01 with pseudo-sequence HLA-B18:01. The binding affinity (normalized) is 0.0847. (6) The peptide sequence is RVYANLGER. The MHC is HLA-A33:01 with pseudo-sequence HLA-A33:01. The binding affinity (normalized) is 0.00897. (7) The peptide sequence is SVITQACPK. The MHC is HLA-A03:01 with pseudo-sequence HLA-A03:01. The binding affinity (normalized) is 0.668. (8) The peptide sequence is KALKINWYK. The MHC is HLA-A31:01 with pseudo-sequence HLA-A31:01. The binding affinity (normalized) is 1.00.